This data is from Full USPTO retrosynthesis dataset with 1.9M reactions from patents (1976-2016). The task is: Predict the reactants needed to synthesize the given product. Given the product [C:1]1([CH:7]([O:14][C:15]([CH:17]2[N:21]3[C:22](=[O:26])[CH2:23][C@H:20]3[S:19](=[O:27])[C:18]2([CH3:29])[CH3:28])=[O:16])[C:8]2[CH:9]=[CH:10][CH:11]=[CH:12][CH:13]=2)[CH:2]=[CH:3][CH:4]=[CH:5][CH:6]=1, predict the reactants needed to synthesize it. The reactants are: [C:1]1([CH:7]([O:14][C:15]([CH:17]2[N:21]3[C:22](=[O:26])[C:23](Br)(Br)[C@H:20]3[S:19](=[O:27])[C:18]2([CH3:29])[CH3:28])=[O:16])[C:8]2[CH:13]=[CH:12][CH:11]=[CH:10][CH:9]=2)[CH:6]=[CH:5][CH:4]=[CH:3][CH:2]=1.[Bi].[Cl-].[Na+].[Al].